Dataset: Drug-target binding data from BindingDB using IC50 measurements. Task: Regression. Given a target protein amino acid sequence and a drug SMILES string, predict the binding affinity score between them. We predict pIC50 (pIC50 = -log10(IC50 in M); higher means more potent). Dataset: bindingdb_ic50. The compound is Nc1nccc(-c2c(-c3ccc(F)cc3)nc3cc(C4CCNCC4)ccn23)n1. The target protein sequence is MGACSSKAQHQTRDPEPREQQAAQEQKSTGPSGAPNDAPAPAEAERKMSGSSATAPKGEMPTASTGTPEQQQQQQQQQQQQQEQQQHPEHQQSEKQQQHGEEQQQERKPSQQQQNEEAAAPHKHGGERKVQKAIKQQEDTQAEDARLLGHLEKREKTPSDLSLIRDSLSTNLVCSSLNDAEVEALANAVEFFTFKKGDVVTKQGESGSYFFIVHSGEFEVIVNDKVVNKILTGQAFGEISLIHNSARTATIKTLSEDAALWGVQRQVFRETLKQLSSRNFAENRQFLASVKFFEMLTEAQKNVITNALVVQSFQPGQAIVKEGEKGDVLYILKSGKALVSIKNKEVRVLQRGEYFGERALLYDEPRSATITAEEPTVCVSIGRDLLDRVLGNLQHVLFRNIMLEALQQSKVFASFPTEQLSRLIGSVVVKDYPENYIILDRENRTRASASALFSAQGVRFFFVLEGEVSVFAYKDKSSSSSSSSSSSSSSSSAEGEMELH.... The pIC50 is 9.8.